Dataset: Catalyst prediction with 721,799 reactions and 888 catalyst types from USPTO. Task: Predict which catalyst facilitates the given reaction. (1) Reactant: Br[C:2]1[CH:3]=[C:4]2[C:8](=[C:9]([C:11]([NH2:13])=[O:12])[CH:10]=1)[NH:7][CH:6]=[C:5]2[CH:14]1[CH2:19][CH2:18][N:17]([S:20]([CH2:23][CH3:24])(=[O:22])=[O:21])[CH2:16][CH2:15]1.C(=O)([O-])[O-].[Cs+].[Cs+].[C:31]([NH:34][C:35]1[CH:36]=[C:37](B(O)O)[CH:38]=[CH:39][CH:40]=1)(=[O:33])[CH3:32]. Product: [C:31]([NH:34][C:35]1[CH:40]=[C:39]([C:2]2[CH:3]=[C:4]3[C:8](=[C:9]([C:11]([NH2:13])=[O:12])[CH:10]=2)[NH:7][CH:6]=[C:5]3[CH:14]2[CH2:15][CH2:16][N:17]([S:20]([CH2:23][CH3:24])(=[O:22])=[O:21])[CH2:18][CH2:19]2)[CH:38]=[CH:37][CH:36]=1)(=[O:33])[CH3:32]. The catalyst class is: 73. (2) Reactant: [C:1]([C:3]1[CH:4]=[CH:5][C:6]([NH:9][C:10]([N:12]2[C:21]3[C:16](=[CH:17][C:18]([CH:27]=O)=[C:19]([CH:22]([O:25][CH3:26])[O:23][CH3:24])[N:20]=3)[CH2:15][CH2:14][CH2:13]2)=[O:11])=[N:7][CH:8]=1)#[N:2].[CH3:29][NH:30][CH3:31].C(O[BH-](OC(=O)C)OC(=O)C)(=O)C.[Na+].C([O-])(O)=O.[Na+]. Product: [C:1]([C:3]1[CH:4]=[CH:5][C:6]([NH:9][C:10]([N:12]2[C:21]3[C:16](=[CH:17][C:18]([CH2:27][N:30]([CH3:31])[CH3:29])=[C:19]([CH:22]([O:23][CH3:24])[O:25][CH3:26])[N:20]=3)[CH2:15][CH2:14][CH2:13]2)=[O:11])=[N:7][CH:8]=1)#[N:2]. The catalyst class is: 2. (3) Reactant: [CH3:1][N:2]([CH2:4][CH2:5][N:6]1[C:10]2[CH:11]=[CH:12][CH:13]=[CH:14][C:9]=2[N:8]=[C:7]1[CH2:15][N:16]1[C:20]2[CH:21]=[CH:22][CH:23]=[CH:24][C:19]=2[N:18]=[N:17]1)[CH3:3].[CH3:25][I:26]. Product: [I-:26].[N:16]1([CH2:15][C:7]2[N:6]([CH2:5][CH2:4][N+:2]([CH3:25])([CH3:1])[CH3:3])[C:10]3[CH:11]=[CH:12][CH:13]=[CH:14][C:9]=3[N:8]=2)[C:20]2[CH:21]=[CH:22][CH:23]=[CH:24][C:19]=2[N:18]=[N:17]1. The catalyst class is: 21. (4) The catalyst class is: 844. Reactant: C([O:8][C:9]1[C:14]([Br:15])=[CH:13][C:12]([C:16]2[C:24]3[C:23]([OH:25])=[C:22]([C:26]#[N:27])[C:21](=[O:28])[NH:20][C:19]=3[S:18][CH:17]=2)=[CH:11][C:10]=1[Br:29])C1C=CC=CC=1. Product: [Br:29][C:10]1[CH:11]=[C:12]([C:16]2[C:24]3[C:23]([OH:25])=[C:22]([C:26]#[N:27])[C:21](=[O:28])[NH:20][C:19]=3[S:18][CH:17]=2)[CH:13]=[C:14]([Br:15])[C:9]=1[OH:8]. (5) Reactant: [N+:1]([C:4]1[CH:5]=[N:6][NH:7][CH:8]=1)([O-:3])=[O:2].C([O-])([O-])=O.[K+].[K+].Cl[CH2:16][C:17]([NH2:19])=[O:18]. Product: [N+:1]([C:4]1[CH:5]=[N:6][N:7]([CH2:16][C:17]([NH2:19])=[O:18])[CH:8]=1)([O-:3])=[O:2]. The catalyst class is: 10. (6) Reactant: [C:1]([O:5][C:6]([C@@H:8]([CH2:13][NH:14][S:15]([C:18]1[CH:23]=[CH:22][CH:21]=[CH:20][C:19]=1[N+:24]([O-:26])=[O:25])(=[O:17])=[O:16])[C:9]([O:11][CH3:12])=[O:10])=[O:7])([CH3:4])([CH3:3])[CH3:2].C(=O)([O-])[O-].[K+].[K+].Br[CH2:34][CH2:35][CH2:36][CH:37]=[CH2:38]. Product: [C:1]([O:5][C:6]([C@@H:8]([CH2:13][N:14]([CH2:38][CH2:37][CH2:36][CH:35]=[CH2:34])[S:15]([C:18]1[CH:23]=[CH:22][CH:21]=[CH:20][C:19]=1[N+:24]([O-:26])=[O:25])(=[O:17])=[O:16])[C:9]([O:11][CH3:12])=[O:10])=[O:7])([CH3:4])([CH3:2])[CH3:3]. The catalyst class is: 3.